From a dataset of Peptide-MHC class I binding affinity with 185,985 pairs from IEDB/IMGT. Regression. Given a peptide amino acid sequence and an MHC pseudo amino acid sequence, predict their binding affinity value. This is MHC class I binding data. The peptide sequence is DPNPQEVVL. The binding affinity (normalized) is 0.146. The MHC is HLA-B08:01 with pseudo-sequence HLA-B08:01.